This data is from Full USPTO retrosynthesis dataset with 1.9M reactions from patents (1976-2016). The task is: Predict the reactants needed to synthesize the given product. The reactants are: [F:1][C:2]([F:15])([F:14])[C:3]1[CH:8]=[CH:7][C:6](/[CH:9]=[CH:10]/[C@@H:11]([OH:13])[CH3:12])=[CH:5][CH:4]=1.[C:16](NCC(O)=O)([O:18][C:19]([CH3:22])([CH3:21])[CH3:20])=[O:17].Cl.C(N=C=NC[CH2:35][CH2:36]N(C)C)C.C1C=CC2N([OH:49])N=NC=2C=1.CCN(C(C)C)C(C)C. Given the product [C:19]([O:18][C:16]([CH2:35][C:36]([O:13][C@H:11](/[CH:10]=[CH:9]/[C:6]1[CH:5]=[CH:4][C:3]([C:2]([F:14])([F:15])[F:1])=[CH:8][CH:7]=1)[CH3:12])=[O:49])=[O:17])([CH3:20])([CH3:21])[CH3:22], predict the reactants needed to synthesize it.